This data is from Catalyst prediction with 721,799 reactions and 888 catalyst types from USPTO. The task is: Predict which catalyst facilitates the given reaction. (1) Reactant: [CH2:1]([O:8][C@@H:9]1[C@@H:14]([O:15][CH2:16][C:17]2[CH:22]=[CH:21][CH:20]=[CH:19][CH:18]=2)[C@@H:13]([O:23][CH2:24][C:25]2[CH:30]=[CH:29][CH:28]=[CH:27][CH:26]=2)[C@@H:12]([CH2:31][O:32][CH2:33][C:34]2[CH:39]=[CH:38][CH:37]=[CH:36][CH:35]=2)[O:11][C@:10]21[C:47]1[C:42](=[CH:43][C:44]([CH3:50])=[C:45]([CH2:48]O)[CH:46]=1)[CH2:41][O:40]2)[C:2]1[CH:7]=[CH:6][CH:5]=[CH:4][CH:3]=1.S(Cl)([Cl:53])=O.C(=O)([O-])O.[Na+]. Product: [CH2:1]([O:8][C@@H:9]1[C@@H:14]([O:15][CH2:16][C:17]2[CH:22]=[CH:21][CH:20]=[CH:19][CH:18]=2)[C@@H:13]([O:23][CH2:24][C:25]2[CH:30]=[CH:29][CH:28]=[CH:27][CH:26]=2)[C@@H:12]([CH2:31][O:32][CH2:33][C:34]2[CH:39]=[CH:38][CH:37]=[CH:36][CH:35]=2)[O:11][C@:10]21[C:47]1[C:42](=[CH:43][C:44]([CH3:50])=[C:45]([CH2:48][Cl:53])[CH:46]=1)[CH2:41][O:40]2)[C:2]1[CH:7]=[CH:6][CH:5]=[CH:4][CH:3]=1. The catalyst class is: 4. (2) Reactant: [C:1]([O:5][C:6]([N:8]1[CH2:12][C@H:11]([CH2:13]OS(C)(=O)=O)[C@@H:10]([OH:19])[CH2:9]1)=[O:7])([CH3:4])([CH3:3])[CH3:2].[CH2:20]([SH:27])[C:21]1[CH:26]=[CH:25][CH:24]=[CH:23][CH:22]=1.[H-].[Na+]. Product: [C:1]([O:5][C:6]([N:8]1[CH2:12][C@H:11]([CH2:13][S:27][CH2:20][C:21]2[CH:26]=[CH:25][CH:24]=[CH:23][CH:22]=2)[C@@H:10]([OH:19])[CH2:9]1)=[O:7])([CH3:2])([CH3:3])[CH3:4]. The catalyst class is: 575.